Predict the product of the given reaction. From a dataset of Forward reaction prediction with 1.9M reactions from USPTO patents (1976-2016). (1) Given the reactants [C:1]([Cu])#[N:2].Br[C:5]1[CH:13]=[C:12]2[C:8]([C:9]([CH3:23])([C:17]3[CH:22]=[CH:21][CH:20]=[CH:19][CH:18]=3)[CH2:10][N:11]2[C:14](=[O:16])[CH3:15])=[CH:7][CH:6]=1.CCOCC, predict the reaction product. The product is: [C:14]([N:11]1[C:12]2[C:8](=[CH:7][CH:6]=[C:5]([C:1]#[N:2])[CH:13]=2)[C:9]([CH3:23])([C:17]2[CH:22]=[CH:21][CH:20]=[CH:19][CH:18]=2)[CH2:10]1)(=[O:16])[CH3:15]. (2) Given the reactants Br[C:2]1[CH:14]=[CH:13][C:5]([C:6]([O:8][C:9]([CH3:12])([CH3:11])[CH3:10])=[O:7])=[CH:4][C:3]=1[Cl:15].[CH:16]([Mg]Cl)([CH3:18])[CH3:17].[Cu]C#N.[Cl-].[Li+].C1CCCC=C1.C[Si](Cl)(C)C.Cl.[O:38]1C[CH2:41][CH2:40][CH2:39]1, predict the reaction product. The product is: [Cl:15][C:3]1[CH:4]=[C:5]([CH:13]=[CH:14][C:2]=1[CH:16]1[CH2:18][CH2:41][CH2:40][C:39](=[O:38])[CH2:17]1)[C:6]([O:8][C:9]([CH3:12])([CH3:11])[CH3:10])=[O:7]. (3) The product is: [CH2:51]([N:50]([CH2:55][CH:56]([CH3:58])[CH3:57])[C:36]1[C:35]([NH:1][C:2]([NH:4][C:21]2[CH:22]=[N:23][C:18]([CH3:17])=[CH:19][CH:20]=2)=[O:3])=[CH:40][C:39]([CH:41]2[CH2:43][CH:42]2[C:44]([OH:46])=[O:45])=[C:38]([F:49])[CH:37]=1)[CH:52]([CH3:54])[CH3:53]. Given the reactants [NH2:1][C:2]([NH2:4])=[O:3].ClC(Cl)(OC(=O)OC(Cl)(Cl)Cl)Cl.[CH3:17][C:18]1[N:23]=[CH:22][C:21](N)=[CH:20][CH:19]=1.CCN(C(C)C)C(C)C.N[C:35]1[C:36]([N:50]([CH2:55][CH:56]([CH3:58])[CH3:57])[CH2:51][CH:52]([CH3:54])[CH3:53])=[CH:37][C:38]([F:49])=[C:39]([C@@H:41]2[CH2:43][C@@H:42]2[C:44]([O:46]CC)=[O:45])[CH:40]=1.[OH-].[Na+], predict the reaction product. (4) Given the reactants [NH2:1][C:2]1[C:10]([N+:11]([O-:13])=[O:12])=[CH:9][CH:8]=[CH:7][C:3]=1[C:4](O)=[O:5].Cl.CN.C(Cl)CCl.C[CH2:22][N:23](C(C)C)C(C)C, predict the reaction product. The product is: [NH2:1][C:2]1[C:10]([N+:11]([O-:13])=[O:12])=[CH:9][CH:8]=[CH:7][C:3]=1[C:4]([NH:23][CH3:22])=[O:5]. (5) Given the reactants [CH3:1][C:2]([O:5][C:6]([N:8]1[CH2:14][CH2:13][C:11](=O)[CH2:10][CH2:9]1)=[O:7])([CH3:4])[CH3:3].[CH2:15]([N:22]1[CH2:27][CH2:26][NH:25][CH2:24][CH2:23]1)[C:16]1[CH:21]=[CH:20][CH:19]=[CH:18][CH:17]=1.C(O)(=O)C.C([BH3-])#N.[Na+], predict the reaction product. The product is: [C:2]([O:5][C:6]([N:8]1[CH2:14][CH2:13][CH:11]([N:25]2[CH2:26][CH2:27][N:22]([CH2:15][C:16]3[CH:17]=[CH:18][CH:19]=[CH:20][CH:21]=3)[CH2:23][CH2:24]2)[CH2:10][CH2:9]1)=[O:7])([CH3:4])([CH3:3])[CH3:1]. (6) Given the reactants [F:1][C:2]1[CH:7]=[CH:6][C:5]([CH:8]([C:19]2[CH:24]=[CH:23][C:22]([F:25])=[CH:21][CH:20]=2)[C:9]2[S:13][C:12]([C:14]([O:16]CC)=[O:15])=[CH:11][CH:10]=2)=[CH:4][CH:3]=1.[OH-].[Na+], predict the reaction product. The product is: [F:25][C:22]1[CH:21]=[CH:20][C:19]([CH:8]([C:5]2[CH:4]=[CH:3][C:2]([F:1])=[CH:7][CH:6]=2)[C:9]2[S:13][C:12]([C:14]([OH:16])=[O:15])=[CH:11][CH:10]=2)=[CH:24][CH:23]=1.